From a dataset of Reaction yield outcomes from USPTO patents with 853,638 reactions. Predict the reaction yield, written as a fraction of the theoretical maximum amount of product (1.0 means a 100% yield; for example, 0.34 means a 34% yield). The reactants are C[O:2][C:3](=O)[C:4]1[CH:9]=[CH:8][C:7]([C:10]([F:13])([F:12])[F:11])=[CH:6][C:5]=1[N+:14]([O-:16])=[O:15].O.[NH2:19][NH2:20]. The catalyst is CC(O)C. The product is [N+:14]([C:5]1[CH:6]=[C:7]([C:10]([F:13])([F:12])[F:11])[CH:8]=[CH:9][C:4]=1[C:3]([NH:19][NH2:20])=[O:2])([O-:16])=[O:15]. The yield is 0.520.